Dataset: Peptide-MHC class I binding affinity with 185,985 pairs from IEDB/IMGT. Task: Regression. Given a peptide amino acid sequence and an MHC pseudo amino acid sequence, predict their binding affinity value. This is MHC class I binding data. (1) The peptide sequence is RVNKGTGVK. The MHC is HLA-A01:01 with pseudo-sequence HLA-A01:01. The binding affinity (normalized) is 0.0847. (2) The peptide sequence is RSSCISEA. The MHC is Mamu-A02 with pseudo-sequence Mamu-A02. The binding affinity (normalized) is 0.339. (3) The peptide sequence is SVTLDFTKFH. The MHC is HLA-A33:01 with pseudo-sequence HLA-A33:01. The binding affinity (normalized) is 0.154. (4) The peptide sequence is EEIRRIWRQ. The MHC is HLA-A31:01 with pseudo-sequence HLA-A31:01. The binding affinity (normalized) is 0.0847. (5) The peptide sequence is RRRWRRLTV. The MHC is HLA-A68:01 with pseudo-sequence HLA-A68:01. The binding affinity (normalized) is 0. (6) The peptide sequence is MTTCDFRWY. The MHC is SLA-10401 with pseudo-sequence SLA-10401. The binding affinity (normalized) is 0.0847. (7) The peptide sequence is NVISKIYTL. The MHC is HLA-A02:01 with pseudo-sequence HLA-A02:01. The binding affinity (normalized) is 0.539. (8) The peptide sequence is RGVEKPPHL. The MHC is HLA-A01:01 with pseudo-sequence HLA-A01:01. The binding affinity (normalized) is 0.